This data is from Catalyst prediction with 721,799 reactions and 888 catalyst types from USPTO. The task is: Predict which catalyst facilitates the given reaction. Reactant: Cl[C:2]1[C:7]([C:8]([NH:10][C:11]2[CH:16]=[CH:15][C:14]([N:17]([CH2:25][CH2:26][C:27]3[CH:32]=[CH:31][CH:30]=[CH:29][N:28]=3)[C:18](=[O:24])[O:19][C:20]([CH3:23])([CH3:22])[CH3:21])=[CH:13][CH:12]=2)=[O:9])=[CH:6][CH:5]=[C:4]([CH3:33])[N:3]=1.[CH3:34][CH:35]([CH3:37])[O-:36].[Na+]. Product: [CH:35]([O:36][C:2]1[C:7]([C:8]([NH:10][C:11]2[CH:16]=[CH:15][C:14]([N:17]([CH2:25][CH2:26][C:27]3[CH:32]=[CH:31][CH:30]=[CH:29][N:28]=3)[C:18](=[O:24])[O:19][C:20]([CH3:23])([CH3:22])[CH3:21])=[CH:13][CH:12]=2)=[O:9])=[CH:6][CH:5]=[C:4]([CH3:33])[N:3]=1)([CH3:37])[CH3:34]. The catalyst class is: 32.